This data is from Forward reaction prediction with 1.9M reactions from USPTO patents (1976-2016). The task is: Predict the product of the given reaction. (1) Given the reactants [Cu]C#N.[C:4]([Mg]Cl)([CH3:7])([CH3:6])[CH3:5].[C:10]1([C:23]2[CH:28]=[CH:27][CH:26]=[CH:25][CH:24]=2)[CH:15]=[CH:14][CH:13]=[C:12]([C:16]2[CH:21]=[CH:20][C:19](Br)=[CH:18][N:17]=2)[CH:11]=1.[OH-].[NH4+], predict the reaction product. The product is: [C:10]1([C:23]2[CH:28]=[CH:27][CH:26]=[CH:25][CH:24]=2)[CH:15]=[CH:14][CH:13]=[C:12]([C:16]2[CH:21]=[CH:20][C:19]([C:4]([CH3:7])([CH3:6])[CH3:5])=[CH:18][N:17]=2)[CH:11]=1. (2) Given the reactants [N:1]1[CH:6]=[CH:5][CH:4]=[CH:3][C:2]=1[C:7]1[O:8][C:9]2[CH2:10][N:11]([C:16]3[CH:17]=[C:18](C=C[CH:23]=3)[C:19]#[N:20])[CH2:12][CH2:13][C:14]=2[N:15]=1.BrC1C=NC=CC=1, predict the reaction product. The product is: [N:1]1[CH:6]=[CH:5][CH:4]=[CH:3][C:2]=1[C:7]1[O:8][C:9]2[CH2:10][N:11]([C:16]3[CH:23]=[N:20][CH:19]=[CH:18][CH:17]=3)[CH2:12][CH2:13][C:14]=2[N:15]=1. (3) Given the reactants CC(OC([N:8]1[CH2:13][CH2:12][CH:11]([O:14][C:15]2[CH:20]=[CH:19][C:18]([N:21]3[CH2:26][CH2:25][N:24]([C:27]([O:29][CH2:30][C:31]4[CH:36]=[CH:35][CH:34]=[CH:33][CH:32]=4)=[O:28])[CH2:23][C:22]3=[O:37])=[CH:17][CH:16]=2)[CH2:10][CH2:9]1)=O)(C)C, predict the reaction product. The product is: [O:37]=[C:22]1[N:21]([C:18]2[CH:19]=[CH:20][C:15]([O:14][CH:11]3[CH2:12][CH2:13][NH:8][CH2:9][CH2:10]3)=[CH:16][CH:17]=2)[CH2:26][CH2:25][N:24]([C:27]([O:29][CH2:30][C:31]2[CH:32]=[CH:33][CH:34]=[CH:35][CH:36]=2)=[O:28])[CH2:23]1. (4) The product is: [O:34]1[CH:38]=[CH:37][CH:36]=[C:35]1[C:39]([N:15]1[CH2:16][C@H:11]([CH3:10])[N:12]([C:31](=[O:33])[CH3:32])[C:13]2[CH:20]=[N:19][C:18]([C:21]3[CH:22]=[CH:23][C:24]([S:27]([CH3:30])(=[O:29])=[O:28])=[CH:25][CH:26]=3)=[CH:17][C:14]1=2)=[O:40]. Given the reactants C(N(CC)C(C)C)(C)C.[CH3:10][C@H:11]1[CH2:16][NH:15][C:14]2[CH:17]=[C:18]([C:21]3[CH:26]=[CH:25][C:24]([S:27]([CH3:30])(=[O:29])=[O:28])=[CH:23][CH:22]=3)[N:19]=[CH:20][C:13]=2[N:12]1[C:31](=[O:33])[CH3:32].[O:34]1[CH:38]=[CH:37][CH:36]=[C:35]1[C:39](Cl)=[O:40], predict the reaction product.